This data is from Reaction yield outcomes from USPTO patents with 853,638 reactions. The task is: Predict the reaction yield, written as a fraction of the theoretical maximum amount of product (1.0 means a 100% yield; for example, 0.34 means a 34% yield). (1) The yield is 0.570. The product is [OH:19][C:17]1[N:30]([C:24]2[CH:29]=[CH:28][CH:27]=[CH:26][CH:25]=2)[C:31](=[O:32])[N:8]([CH2:7][C:1]2[CH:2]=[CH:3][CH:4]=[CH:5][CH:6]=2)[C:9](=[O:10])[C:11]=1[C:12]([O:14][CH2:15][CH3:16])=[O:13]. The catalyst is O1CCOCC1.ClCCl. The reactants are [C:1]1([CH2:7][NH:8][C:9]([CH:11]([C:17]([O:19]CC)=O)[C:12]([O:14][CH2:15][CH3:16])=[O:13])=[O:10])[CH:6]=[CH:5][CH:4]=[CH:3][CH:2]=1.[H-].[Na+].[C:24]1([N:30]=[C:31]=[O:32])[CH:29]=[CH:28][CH:27]=[CH:26][CH:25]=1. (2) The reactants are Cl[C:2]1[N:7]2[N:8]=[CH:9][CH:10]=[C:6]2[N:5]=[C:4]([C:11]2[CH:16]=[CH:15][C:14]([Cl:17])=[CH:13][CH:12]=2)[CH:3]=1.[Cl-].[CH2:19]([Zn+])[CH3:20].C1[CH2:26][O:25]CC1.[CH2:27]([Mg]Cl)[CH3:28].C1C[O:34]CC1.[Cl-].[NH4+]. The catalyst is C1COCC1.[Cl-].[Zn+2].[Cl-].C1COCC1. The product is [CH2:27]([C:9]1[C:10]([C:26]([OH:25])=[O:34])=[C:6]2[N:5]=[C:4]([C:11]3[CH:16]=[CH:15][C:14]([Cl:17])=[CH:13][CH:12]=3)[CH:3]=[C:2]([CH2:19][CH3:20])[N:7]2[N:8]=1)[CH3:28]. The yield is 0.540. (3) The reactants are CO[C:3](=[O:28])[C:4]1[CH:9]=[CH:8][C:7]([O:10][CH2:11][C:12]2[C:13]([C:21]3[CH:26]=[CH:25][C:24]([F:27])=[CH:23][CH:22]=3)=[N:14][O:15][C:16]=2[C:17]([F:20])([F:19])[F:18])=[N:6][CH:5]=1.[CH2:29]([NH2:31])[CH3:30]. No catalyst specified. The product is [CH2:29]([NH:31][C:3](=[O:28])[C:4]1[CH:9]=[CH:8][C:7]([O:10][CH2:11][C:12]2[C:13]([C:21]3[CH:26]=[CH:25][C:24]([F:27])=[CH:23][CH:22]=3)=[N:14][O:15][C:16]=2[C:17]([F:20])([F:18])[F:19])=[N:6][CH:5]=1)[CH3:30]. The yield is 0.720. (4) The reactants are [F:1][C:2]([F:11])([F:10])[C:3]1[C:8]([OH:9])=[CH:7][CH:6]=[CH:5][N:4]=1.Br[CH2:13][C:14]1[CH:19]=[CH:18][CH:17]=[CH:16][CH:15]=1.C([O-])([O-])=O.[K+].[K+].O. The catalyst is CC#N.CCOC(C)=O. The product is [CH2:13]([O:9][C:8]1[C:3]([C:2]([F:1])([F:10])[F:11])=[N:4][CH:5]=[CH:6][CH:7]=1)[C:14]1[CH:19]=[CH:18][CH:17]=[CH:16][CH:15]=1. The yield is 0.930. (5) The reactants are [Cl-].O[NH3+].[C:4](=[O:7])([O-])[OH:5].[Na+].[CH2:9]([C:11]1[S:42][C:14]2[N:15]([CH2:27][C:28]3[CH:33]=[CH:32][C:31]([C:34]4[C:35]([C:40]#[N:41])=[CH:36][CH:37]=[CH:38][CH:39]=4)=[CH:30][CH:29]=3)[C:16](=[O:26])[N:17]([CH2:18][C:19]3[CH:24]=[CH:23][C:22]([F:25])=[CH:21][CH:20]=3)[C:13]=2[CH:12]=1)[CH3:10].[N:43]12CCCN=C1CCCCC2. The catalyst is C(Cl)(Cl)Cl.C(Cl)Cl.CS(C)=O. The product is [CH2:9]([C:11]1[S:42][C:14]2[N:15]([CH2:27][C:28]3[CH:33]=[CH:32][C:31]([C:34]4[CH:39]=[CH:38][CH:37]=[CH:36][C:35]=4[C:40]4[NH:43][C:4](=[O:7])[O:5][N:41]=4)=[CH:30][CH:29]=3)[C:16](=[O:26])[N:17]([CH2:18][C:19]3[CH:20]=[CH:21][C:22]([F:25])=[CH:23][CH:24]=3)[C:13]=2[CH:12]=1)[CH3:10]. The yield is 0.290. (6) The reactants are CC1C=CC(S(O[CH2:12][CH:13]2[CH2:17][C:16]3[CH:18]=[CH:19][CH:20]=[C:21](OS(C(F)(F)F)(=O)=O)[C:15]=3[O:14]2)(=O)=O)=CC=1.[C:30]1(B(O)O)[C:39]2[C:34](=[CH:35][CH:36]=[CH:37][CH:38]=2)[CH:33]=[CH:32][CH:31]=1.P([O-])([O-])([O-])=O.[K+].[K+].[K+].CC1C=CC(S(OCC2CC3C=CC=C(C4C=C(C(F)(F)F)C=C(C(F)(F)F)C=4)C=3O2)(=O)=O)=CC=1.CC1C=CC(S(OCC2CC3C=CC=C(C4C5C(=CC=CC=5)C=CC=4)C=3O2)(=O)=O)=CC=1.S(C1C=CC(C)=CC=1)([O-])(=O)=O.[N-:128]=[N+]=[N-].[Na+].N(CC1CC2C=C(Cl)C=C(C3C=CSC=3)C=2O1)=[N+]=[N-].N(CC1CC2C=CC=C(C3C4C(=CC=CC=4)C=CC=3)C=2O1)=[N+]=[N-].[N-]=[N+]=[N-]. The catalyst is [Pd].C1C=CC([P]([Pd]([P](C2C=CC=CC=2)(C2C=CC=CC=2)C2C=CC=CC=2)([P](C2C=CC=CC=2)(C2C=CC=CC=2)C2C=CC=CC=2)[P](C2C=CC=CC=2)(C2C=CC=CC=2)C2C=CC=CC=2)(C2C=CC=CC=2)C2C=CC=CC=2)=CC=1. The product is [C:30]1([C:21]2[C:15]3[O:14][CH:13]([CH2:12][NH2:128])[CH2:17][C:16]=3[CH:18]=[CH:19][CH:20]=2)[C:39]2[C:34](=[CH:35][CH:36]=[CH:37][CH:38]=2)[CH:33]=[CH:32][CH:31]=1. The yield is 0.100. (7) The reactants are [F:1][C:2]1[CH:25]=[C:24]([F:26])[CH:23]=[CH:22][C:3]=1[O:4][C:5]1[CH:6]=[C:7]2[C:11](=[CH:12][C:13]=1[S:14](Cl)(=[O:16])=[O:15])[N:10]([CH2:18][CH:19]([CH3:21])[CH3:20])[N:9]=[CH:8]2.[CH3:27][N:28]([CH3:33])[CH2:29][CH2:30][CH2:31][NH2:32].C(N(CC)CC)C. The catalyst is ClCCl. The product is [CH3:27][N:28]([CH3:33])[CH2:29][CH2:30][CH2:31][NH:32][S:14]([C:13]1[CH:12]=[C:11]2[C:7]([CH:8]=[N:9][N:10]2[CH2:18][CH:19]([CH3:21])[CH3:20])=[CH:6][C:5]=1[O:4][C:3]1[CH:22]=[CH:23][C:24]([F:26])=[CH:25][C:2]=1[F:1])(=[O:16])=[O:15]. The yield is 0.400.